Dataset: Full USPTO retrosynthesis dataset with 1.9M reactions from patents (1976-2016). Task: Predict the reactants needed to synthesize the given product. (1) Given the product [CH2:5]([O:7][C:8]([N:10]1[CH2:15][CH2:14][CH:13]([NH:16][S:17]([C:20]2[C:29]3[C:24](=[CH:25][CH:26]=[CH:27][CH:28]=3)[C:23]([C:30](=[O:32])[CH3:31])=[CH:22][CH:21]=2)(=[O:18])=[O:19])[CH2:12][CH2:11]1)=[O:9])[CH3:6], predict the reactants needed to synthesize it. The reactants are: CS(C)=O.[CH2:5]([O:7][C:8]([N:10]1[CH2:15][CH2:14][CH:13]([NH:16][S:17]([C:20]2[C:29]3[C:24](=[CH:25][CH:26]=[CH:27][CH:28]=3)[C:23]([CH:30]([OH:32])[CH3:31])=[CH:22][CH:21]=2)(=[O:19])=[O:18])[CH2:12][CH2:11]1)=[O:9])[CH3:6].C(N(CC)CC)C. (2) Given the product [Cl:1][C:2]1[CH:3]=[CH:4][C:5]2[C:6](=[O:16])[C:17](=[O:20])[C:18]3[C:13]([C:14]=2[CH:15]=1)=[CH:12][CH:11]=[CH:10][CH:9]=3, predict the reactants needed to synthesize it. The reactants are: [Cl:1][C:2]1[CH:3]=[CH:4][C:5]2[CH:6]=CC3[C:13]([C:14]=2[CH:15]=1)=[CH:12][CH:11]=[CH:10][CH:9]=3.[OH2:16].[C:17]([OH:20])(=O)[CH3:18].